From a dataset of NCI-60 drug combinations with 297,098 pairs across 59 cell lines. Regression. Given two drug SMILES strings and cell line genomic features, predict the synergy score measuring deviation from expected non-interaction effect. (1) Drug 1: CS(=O)(=O)C1=CC(=C(C=C1)C(=O)NC2=CC(=C(C=C2)Cl)C3=CC=CC=N3)Cl. Synergy scores: CSS=10.5, Synergy_ZIP=-2.39, Synergy_Bliss=-1.15, Synergy_Loewe=-3.93, Synergy_HSA=-3.51. Cell line: HCC-2998. Drug 2: C1=CC(=CC=C1CC(C(=O)O)N)N(CCCl)CCCl.Cl. (2) Drug 1: C1=NC(=NC(=O)N1C2C(C(C(O2)CO)O)O)N. Drug 2: CC(C)NC(=O)C1=CC=C(C=C1)CNNC.Cl. Cell line: OVCAR3. Synergy scores: CSS=6.75, Synergy_ZIP=-3.59, Synergy_Bliss=4.18, Synergy_Loewe=-4.86, Synergy_HSA=-0.514. (3) Drug 1: C1=NC2=C(N=C(N=C2N1C3C(C(C(O3)CO)O)O)F)N. Drug 2: CCCCCOC(=O)NC1=NC(=O)N(C=C1F)C2C(C(C(O2)C)O)O. Cell line: SNB-19. Synergy scores: CSS=2.14, Synergy_ZIP=-5.19, Synergy_Bliss=-0.312, Synergy_Loewe=-18.0, Synergy_HSA=-2.78. (4) Drug 1: C1CC(=O)NC(=O)C1N2CC3=C(C2=O)C=CC=C3N. Drug 2: C1C(C(OC1N2C=C(C(=O)NC2=O)F)CO)O. Cell line: MALME-3M. Synergy scores: CSS=10.5, Synergy_ZIP=-2.62, Synergy_Bliss=1.45, Synergy_Loewe=-3.13, Synergy_HSA=2.15.